The task is: Predict which catalyst facilitates the given reaction.. This data is from Catalyst prediction with 721,799 reactions and 888 catalyst types from USPTO. (1) Reactant: C([O:3][C:4](=[O:29])[C:5]1[CH:10]=[C:9]([C:11]2[CH:16]=[CH:15][CH:14]=[C:13]([Cl:17])[CH:12]=2)[C:8]([O:18][CH2:19][CH2:20][OH:21])=[C:7]([C:22]2[CH:27]=[CH:26][CH:25]=[C:24]([Cl:28])[CH:23]=2)[CH:6]=1)C.[OH-].[K+]. Product: [Cl:17][C:13]1[CH:12]=[C:11]([C:9]2[CH:10]=[C:5]([CH:6]=[C:7]([C:22]3[CH:27]=[CH:26][CH:25]=[C:24]([Cl:28])[CH:23]=3)[C:8]=2[O:18][CH2:19][CH2:20][OH:21])[C:4]([OH:29])=[O:3])[CH:16]=[CH:15][CH:14]=1. The catalyst class is: 219. (2) Reactant: [C:1]([O:4][C:5]1[CH:13]=[C:12]([C:14]([F:17])([F:16])[F:15])[CH:11]=[CH:10][C:6]=1[C:7](O)=[O:8])(=[O:3])[CH3:2].C(Cl)(=O)C([Cl:21])=O. Product: [Cl:21][C:7]([C:6]1[CH:10]=[CH:11][C:12]([C:14]([F:17])([F:16])[F:15])=[CH:13][C:5]=1[O:4][C:1](=[O:3])[CH3:2])=[O:8]. The catalyst class is: 59. (3) Reactant: C[N:2]1[CH:7]=[C:6]([Cl:8])[CH:5](I)[C:4](=[O:10])[NH:3]1.[CH2:11]([Sn](CCCC)(CCCC)C#CC)[CH2:12][CH2:13]C.O1CCOC[CH2:28]1. Product: [Cl:8][C:6]1[CH:7]=[N:2][N:3]([CH3:28])[C:4](=[O:10])[C:5]=1[C:11]#[C:12][CH3:13]. The catalyst class is: 235. (4) Reactant: CN(C)/[CH:3]=[CH:4]/[C:5]1[C:14]([N+:15]([O-])=O)=[CH:13][C:8]([C:9]([O:11][CH3:12])=[O:10])=[CH:7][C:6]=1[N+:18]([O-])=O. Product: [NH2:15][C:14]1[CH:13]=[C:8]([C:9]([O:11][CH3:12])=[O:10])[CH:7]=[C:6]2[C:5]=1[CH:4]=[CH:3][NH:18]2. The catalyst class is: 19. (5) The catalyst class is: 105. Product: [NH2:8][CH:9]1[CH2:14][CH2:13][CH:12]([O:15][CH2:16][C:17]([O:19][C:20]([CH3:23])([CH3:22])[CH3:21])=[O:18])[CH2:11][CH2:10]1. Reactant: C([N:8](CC1C=CC=CC=1)[CH:9]1[CH2:14][CH2:13][CH:12]([O:15][CH2:16][C:17]([O:19][C:20]([CH3:23])([CH3:22])[CH3:21])=[O:18])[CH2:11][CH2:10]1)C1C=CC=CC=1.[H][H]. (6) Reactant: Cl[C:2]1[CH:3]=[CH:4][C:5]2[C:10]3([CH2:18][C:17]4[C:12](=[CH:13][CH:14]=[C:15]([N+:19]([O-])=O)[CH:16]=4)[CH2:11]3)[O:9][C:8](=[O:22])[NH:7][C:6]=2[N:23]=1. Product: [NH2:19][C:15]1[CH:16]=[C:17]2[C:12](=[CH:13][CH:14]=1)[CH2:11][C:10]1([O:9][C:8](=[O:22])[NH:7][C:6]3[N:23]=[CH:2][CH:3]=[CH:4][C:5]1=3)[CH2:18]2. The catalyst class is: 256. (7) Reactant: [Li+].CC([N-]C(C)C)C.[CH3:9][C:10]1([CH3:19])[N:14]2[C:15](=[O:18])[CH2:16][CH2:17][C@@H:13]2[CH2:12][O:11]1.[C:20]1([Se:26][Se:26][C:20]2[CH:25]=[CH:24][CH:23]=[CH:22][CH:21]=2)[CH:25]=[CH:24][CH:23]=[CH:22][CH:21]=1.C(OCC)(=O)C. Product: [CH3:9][C:10]1([CH3:19])[N:14]2[C:15](=[O:18])[CH:16]([Se:26][C:20]3[CH:25]=[CH:24][CH:23]=[CH:22][CH:21]=3)[CH2:17][C@@H:13]2[CH2:12][O:11]1. The catalyst class is: 20. (8) Reactant: [ClH:1].[OH:2][C:3]1[CH:8]=[CH:7][C:6]([CH2:9][C@H:10]([NH:12][C@H](C)C2C=CC=CC=2)[CH3:11])=[CH:5][CH:4]=1. Product: [ClH:1].[OH:2][C:3]1[CH:4]=[CH:5][C:6]([CH2:9][C@H:10]([NH2:12])[CH3:11])=[CH:7][CH:8]=1. The catalyst class is: 43.